The task is: Predict the reactants needed to synthesize the given product.. This data is from Full USPTO retrosynthesis dataset with 1.9M reactions from patents (1976-2016). (1) Given the product [CH2:17]([O:19][C:2]([CH3:7])([CH3:6])[C:3]([OH:5])=[O:4])[CH3:18], predict the reactants needed to synthesize it. The reactants are: Br[C:2]([CH3:7])([CH3:6])[C:3]([OH:5])=[O:4].CCN(C(C)C)C(C)C.[CH2:17]([O:19]CC)[CH3:18].Cl. (2) Given the product [Cl:1][C:2]1[CH:7]=[CH:6][CH:5]=[CH:4][C:3]=1[N:8]1[C:12]([NH2:30])=[CH:11][C:10]([C:16]([F:19])([F:18])[F:17])=[N:9]1, predict the reactants needed to synthesize it. The reactants are: [Cl:1][C:2]1[CH:7]=[CH:6][CH:5]=[CH:4][C:3]=1[N:8]1[C:12](C(O)=O)=[CH:11][C:10]([C:16]([F:19])([F:18])[F:17])=[N:9]1.S(Cl)(Cl)=O.C(=O)([O-])[O-].[K+].[K+].[N-:30]=[N+]=[N-].[Na+].FC(F)(F)C(O)=O. (3) The reactants are: [CH3:1][N:2]([CH2:4][CH2:5][O:6][C:7]1[C:17]2[CH:18]=[C:19]([Cl:22])[CH:20]=[CH:21][C:16]=2[S:15][C:14]2[CH:13]=[CH:12][CH:11]=[CH:10][C:9]=2[CH:8]=1)[CH3:3].[ClH:23]. Given the product [CH3:3][N:2]([CH2:4][CH2:5][O:6][C:7]1[C:17]2[CH:18]=[C:19]([Cl:22])[CH:20]=[CH:21][C:16]=2[S:15][C:14]2[CH:13]=[CH:12][CH:11]=[CH:10][C:9]=2[CH:8]=1)[CH3:1].[ClH:23], predict the reactants needed to synthesize it.